Task: Predict the reactants needed to synthesize the given product.. Dataset: Full USPTO retrosynthesis dataset with 1.9M reactions from patents (1976-2016) (1) The reactants are: [C:1]([O:5][C:6](=[O:36])[NH:7][C:8]1([C:12]2[CH:17]=[CH:16][C:15]([C:18]3[C:27]([C:28]4[CH:33]=[CH:32][CH:31]=[CH:30][CH:29]=4)=[CH:26][C:25]4[C:20](=[CH:21][CH:22]=[N:23][C:24]=4[NH:34][NH2:35])[N:19]=3)=[CH:14][CH:13]=2)[CH2:11][CH2:10][CH2:9]1)([CH3:4])([CH3:3])[CH3:2].C(Cl)CCl.C1C=CC2N(O)N=NC=2C=1.[N:51]1[CH:56]=[CH:55][CH:54]=[N:53][C:52]=1[C:57](O)=O.CCN(C(C)C)C(C)C.C(O)(=O)C. Given the product [C:1]([O:5][C:6](=[O:36])[NH:7][C:8]1([C:12]2[CH:13]=[CH:14][C:15]([C:18]3[C:27]([C:28]4[CH:29]=[CH:30][CH:31]=[CH:32][CH:33]=4)=[CH:26][C:25]4[C:24]5=[N:34][N:35]=[C:57]([C:52]6[N:53]=[CH:54][CH:55]=[CH:56][N:51]=6)[N:23]5[CH:22]=[CH:21][C:20]=4[N:19]=3)=[CH:16][CH:17]=2)[CH2:11][CH2:10][CH2:9]1)([CH3:4])([CH3:2])[CH3:3], predict the reactants needed to synthesize it. (2) Given the product [CH3:1][O:2][C:3]1[CH:8]=[CH:7][C:6]([C:31]2[C:32]([C:33]([O:35][CH2:36][CH3:37])=[O:34])=[CH:38][CH:39]=[CH:40][CH:41]=2)=[CH:5][CH:4]=1, predict the reactants needed to synthesize it. The reactants are: [CH3:1][O:2][C:3]1[CH:8]=[CH:7][C:6](B(O)O)=[CH:5][CH:4]=1.[F-].C([N+](CCCC)(CCCC)CCCC)CCC.Br[C:31]1[CH:41]=[CH:40][CH:39]=[CH:38][C:32]=1[C:33]([O:35][CH2:36][CH3:37])=[O:34]. (3) Given the product [CH3:69][O:70][C:71](=[O:72])[C@@H:73]([NH:61][C:17](=[O:19])[C@@H:16]([NH:15][C:13](=[O:14])[C@@H:12]([NH:24][S:25]([C:28]1[CH:29]=[CH:30][C:31]([F:34])=[CH:32][CH:33]=1)(=[O:27])=[O:26])[CH2:11][C:8]1[CH:9]=[CH:10][C:5]([O:4][CH2:1][CH:2]=[CH2:3])=[CH:6][CH:7]=1)[CH2:20][CH:21]([CH3:23])[CH3:22])[CH2:46][CH:45]=[CH2:44], predict the reactants needed to synthesize it. The reactants are: [CH2:1]([O:4][C:5]1[CH:10]=[CH:9][C:8]([CH2:11][C@H:12]([NH:24][S:25]([C:28]2[CH:33]=[CH:32][C:31]([F:34])=[CH:30][CH:29]=2)(=[O:27])=[O:26])[C:13]([NH:15][C@@H:16]([CH2:20][CH:21]([CH3:23])[CH3:22])[C:17]([OH:19])=O)=[O:14])=[CH:7][CH:6]=1)[CH:2]=[CH2:3].CN(C(ON1N=N[C:45]2[CH:46]=CC=N[C:44]1=2)=[N+](C)C)C.F[P-](F)(F)(F)(F)F.CC[N:61](C(C)C)C(C)C.C[CH2:69][O:70][C:71]([CH3:73])=[O:72]. (4) Given the product [CH3:20][O:19][C:16]1[CH:15]=[CH:14][C:13]([C:11]2[CH2:12][CH:23]3[CH:22]([CH2:10][C:9]=2[C:6]2[CH:5]=[CH:4][C:3]([O:2][CH3:1])=[CH:8][CH:7]=2)[C:21](=[O:27])[O:26][C:24]3=[O:25])=[CH:18][CH:17]=1, predict the reactants needed to synthesize it. The reactants are: [CH3:1][O:2][C:3]1[CH:8]=[CH:7][C:6]([C:9]([C:11]([C:13]2[CH:18]=[CH:17][C:16]([O:19][CH3:20])=[CH:15][CH:14]=2)=[CH2:12])=[CH2:10])=[CH:5][CH:4]=1.[C:21]1(=[O:27])[O:26][C:24](=[O:25])[CH:23]=[CH:22]1.